This data is from Reaction yield outcomes from USPTO patents with 853,638 reactions. The task is: Predict the reaction yield, written as a fraction of the theoretical maximum amount of product (1.0 means a 100% yield; for example, 0.34 means a 34% yield). (1) The reactants are [NH2:1][C:2]1[CH:16]=[CH:15][C:5]([O:6][C:7]2[CH:14]=[CH:13][C:10]([C:11]#[N:12])=[CH:9][CH:8]=2)=[C:4]([C:17]2[C:18]3[CH:27]=[CH:26][NH:25][C:19]=3[C:20](=[O:24])[N:21]([CH3:23])[CH:22]=2)[CH:3]=1.C(N(CC)CC)C.[CH2:35]([S:37](Cl)(=[O:39])=[O:38])[CH3:36].[OH-:41].[Na+].[Cl-].[NH4+]. The catalyst is ClCCl.O1CCOCC1. The product is [CH2:35]([S:37]([NH:1][C:2]1[CH:16]=[CH:15][C:5]([O:6][C:7]2[CH:8]=[CH:9][C:10]([C:11]([NH2:12])=[O:41])=[CH:13][CH:14]=2)=[C:4]([C:17]2[C:18]3[CH:27]=[CH:26][NH:25][C:19]=3[C:20](=[O:24])[N:21]([CH3:23])[CH:22]=2)[CH:3]=1)(=[O:39])=[O:38])[CH3:36]. The yield is 0.350. (2) The reactants are Br[C:2]1[N:7]=[CH:6][C:5]([O:8][CH2:9][CH2:10][NH:11][C:12](=[O:18])[O:13][C:14]([CH3:17])([CH3:16])[CH3:15])=[CH:4][CH:3]=1.[CH3:19][NH2:20]. The catalyst is O. The product is [CH3:19][NH:20][C:2]1[N:7]=[CH:6][C:5]([O:8][CH2:9][CH2:10][NH:11][C:12](=[O:18])[O:13][C:14]([CH3:17])([CH3:16])[CH3:15])=[CH:4][CH:3]=1. The yield is 0.830. (3) The reactants are O.[OH-].[Na+].[F:4][C:5]1[CH:6]=[C:7]([OH:12])[C:8]([OH:11])=[CH:9][CH:10]=1.Cl[CH2:14][CH2:15][OH:16].[CH2:17]([OH:21])[CH2:18]CC. No catalyst specified. The product is [F:4][C:5]1[CH:10]=[CH:9][C:8]([O:11][CH2:14][CH2:15][OH:16])=[C:7]([O:12][CH2:18][CH2:17][OH:21])[CH:6]=1. The yield is 0.660.